Dataset: Catalyst prediction with 721,799 reactions and 888 catalyst types from USPTO. Task: Predict which catalyst facilitates the given reaction. (1) Reactant: [CH2:1]([O:3][C:4]([C:6]1[N:7]=[C:8](I)[S:9][C:10]=1[C:11]([O:13][CH2:14][CH3:15])=[O:12])=[O:5])[CH3:2].[CH2:17](O)[CH3:18]. Product: [CH2:1]([O:3][C:4]([C:6]1[N:7]=[C:8]([C:17]#[CH:18])[S:9][C:10]=1[C:11]([O:13][CH2:14][CH3:15])=[O:12])=[O:5])[CH3:2]. The catalyst class is: 5. (2) Reactant: [CH3:1][CH2:2][O-:3].[Na+].[CH2:5]([OH:7])[CH3:6].[Cl:8][C:9]1[C:14]([C:15]#[N:16])=[CH:13][N:12]=[C:11]([Cl:17])[CH:10]=1. Product: [Cl:17][C:11]1[CH:10]=[C:9]([O:3][CH2:2][CH3:1])[C:14]([C:15]#[N:16])=[CH:13][N:12]=1.[Cl:8][C:9]1[C:14]([C:15]#[N:16])=[CH:13][N:12]=[C:11]([O:7][CH2:5][CH3:6])[CH:10]=1. The catalyst class is: 35. (3) Reactant: [CH2:1]([O:8][C@H:9]1[C@H:15]([O:16][CH2:17][C:18]2[CH:23]=[CH:22][CH:21]=[CH:20][CH:19]=2)[C@@H:14]([O:24][CH2:25][C:26]2[CH:31]=[CH:30][CH:29]=[CH:28][CH:27]=2)[C@:13]2([C:33]3[CH:38]=[CH:37][C:36]([Cl:39])=[C:35]([CH2:40][C:41]4[CH:46]=[CH:45][C:44]([O:47][CH2:48][CH3:49])=[CH:43][CH:42]=4)[CH:34]=3)[O:32][C@@:10]1([CH:50]=[O:51])[CH2:11][O:12]2)[C:2]1[CH:7]=[CH:6][CH:5]=[CH:4][CH:3]=1.[C:52]([Mg]Br)#[C:53][CH3:54]. Product: [CH2:1]([O:8][C@H:9]1[C@H:15]([O:16][CH2:17][C:18]2[CH:19]=[CH:20][CH:21]=[CH:22][CH:23]=2)[C@@H:14]([O:24][CH2:25][C:26]2[CH:31]=[CH:30][CH:29]=[CH:28][CH:27]=2)[C@:13]2([C:33]3[CH:38]=[CH:37][C:36]([Cl:39])=[C:35]([CH2:40][C:41]4[CH:42]=[CH:43][C:44]([O:47][CH2:48][CH3:49])=[CH:45][CH:46]=4)[CH:34]=3)[O:32][C@@:10]1([CH:50]([OH:51])[C:52]#[C:53][CH3:54])[CH2:11][O:12]2)[C:2]1[CH:7]=[CH:6][CH:5]=[CH:4][CH:3]=1. The catalyst class is: 7. (4) Reactant: Cl[S:2]([N:5]=[C:6]=[O:7])(=[O:4])=[O:3].Br[CH:9]([OH:11])[CH3:10].C(N(CC)CC)C.[C:19]([O:23][C:24](=[O:34])[NH:25][CH2:26][C:27]1[CH:32]=[CH:31][CH:30]=[CH:29][C:28]=1[NH2:33])([CH3:22])([CH3:21])[CH3:20]. Product: [O:7]=[C:6]1[N:5]([S:2]([NH:33][C:28]2[CH:29]=[CH:30][CH:31]=[CH:32][C:27]=2[CH2:26][NH:25][C:24](=[O:34])[O:23][C:19]([CH3:22])([CH3:21])[CH3:20])(=[O:4])=[O:3])[CH2:10][CH2:9][O:11]1. The catalyst class is: 2.